This data is from Catalyst prediction with 721,799 reactions and 888 catalyst types from USPTO. The task is: Predict which catalyst facilitates the given reaction. (1) Reactant: [Si:1]([O:18][CH2:19][CH2:20][O:21][C:22]1[CH:27]=[CH:26][C:25](/[CH:28]=[CH:29]/[C:30](O)=[O:31])=[C:24]([O:33][C:34]2[C:39]([Cl:40])=[CH:38][C:37]([C:41]([F:44])([F:43])[F:42])=[CH:36][N:35]=2)[CH:23]=1)([C:14]([CH3:17])([CH3:16])[CH3:15])([C:8]1[CH:13]=[CH:12][CH:11]=[CH:10][CH:9]=1)[C:2]1[CH:7]=[CH:6][CH:5]=[CH:4][CH:3]=1.Cl.C(N=C=NCCCN(C)C)C.[CH2:57]([S:62]([NH2:65])(=[O:64])=[O:63])[CH2:58][CH2:59][CH2:60][CH3:61].Cl. Product: [Si:1]([O:18][CH2:19][CH2:20][O:21][C:22]1[CH:27]=[CH:26][C:25](/[CH:28]=[CH:29]/[C:30]([NH:65][S:62]([CH2:57][CH2:58][CH2:59][CH2:60][CH3:61])(=[O:64])=[O:63])=[O:31])=[C:24]([O:33][C:34]2[C:39]([Cl:40])=[CH:38][C:37]([C:41]([F:42])([F:43])[F:44])=[CH:36][N:35]=2)[CH:23]=1)([C:14]([CH3:17])([CH3:16])[CH3:15])([C:8]1[CH:9]=[CH:10][CH:11]=[CH:12][CH:13]=1)[C:2]1[CH:7]=[CH:6][CH:5]=[CH:4][CH:3]=1. The catalyst class is: 766. (2) Reactant: [C:1]([O:5][C:6]([NH:8][C:9]1[S:10][C:11](Br)=[CH:12][C:13]=1[C:14]([O:16][CH3:17])=[O:15])=[O:7])([CH3:4])([CH3:3])[CH3:2].[F:19][C:20]1[CH:25]=[CH:24][C:23](B(O)O)=[CH:22][CH:21]=1.C(=O)([O-])[O-].[Na+].[Na+]. Product: [C:1]([O:5][C:6]([NH:8][C:9]1[S:10][C:11]([C:23]2[CH:24]=[CH:25][C:20]([F:19])=[CH:21][CH:22]=2)=[CH:12][C:13]=1[C:14]([O:16][CH3:17])=[O:15])=[O:7])([CH3:4])([CH3:3])[CH3:2]. The catalyst class is: 9. (3) Reactant: [CH:1]1([CH2:4]Br)[CH2:3][CH2:2]1.[Br:6][C:7]1[CH:8]=[C:9]([CH:14]([CH2:20][CH:21]([CH3:23])[CH3:22])[C:15]([O:17][CH2:18][CH3:19])=[O:16])[CH:10]=[CH:11][C:12]=1[OH:13].C([O-])([O-])=O.[K+].[K+].O. Product: [Br:6][C:7]1[CH:8]=[C:9]([CH:14]([CH2:20][CH:21]([CH3:22])[CH3:23])[C:15]([O:17][CH2:18][CH3:19])=[O:16])[CH:10]=[CH:11][C:12]=1[O:13][CH2:4][CH:1]1[CH2:2][CH2:3]1. The catalyst class is: 16. (4) Reactant: [NH2:1][C:2]1[N:7]=[CH:6][N:5]=[CH:4][N:3]=1.C(N(CC)CC)C.FC(F)(F)S(O[Si:21]([CH3:24])([CH3:23])[CH3:22])(=O)=O. Product: [CH3:22][Si:21]([N:1]([C:2]1[N:7]=[CH:6][N:5]=[CH:4][N:3]=1)[Si:21]([CH3:24])([CH3:23])[CH3:22])([CH3:24])[CH3:23]. The catalyst class is: 11. (5) Reactant: Br[C:2]1[O:11][CH2:10][C:9]2[CH:8]([N:12]([CH3:14])[CH3:13])[CH2:7][C:6]3=[CH:15][N:16]([Si:18]([CH:25]([CH3:27])[CH3:26])([CH:22]([CH3:24])[CH3:23])[CH:19]([CH3:21])[CH3:20])[CH:17]=[C:4]([C:5]=23)[CH:3]=1.[Li]CCCC.[CH3:33][S:34]SC. The catalyst class is: 627. Product: [CH3:14][N:12]([CH3:13])[CH:8]1[C:9]2[CH2:10][O:11][C:2]([S:34][CH3:33])=[CH:3][C:4]3=[CH:17][N:16]([Si:18]([CH:22]([CH3:24])[CH3:23])([CH:25]([CH3:27])[CH3:26])[CH:19]([CH3:20])[CH3:21])[CH:15]=[C:6]([C:5]=23)[CH2:7]1.